Dataset: Full USPTO retrosynthesis dataset with 1.9M reactions from patents (1976-2016). Task: Predict the reactants needed to synthesize the given product. (1) Given the product [CH3:22][S:19]([C:16]1[CH:17]=[CH:18][C:13]([CH2:12][N:8]2[CH2:7][CH:6]3[CH2:23][O:24][CH2:25][CH2:26][N:5]3[C:4]3[N:3]=[C:2]([C:38]4[CH:37]=[N:36][CH:35]=[C:34]5[NH:30][CH:31]=[CH:32][C:33]=45)[N:11]=[CH:10][C:9]2=3)=[CH:14][CH:15]=1)(=[O:21])=[O:20], predict the reactants needed to synthesize it. The reactants are: Cl[C:2]1[N:11]=[CH:10][C:9]2[N:8]([CH2:12][C:13]3[CH:18]=[CH:17][C:16]([S:19]([CH3:22])(=[O:21])=[O:20])=[CH:15][CH:14]=3)[CH2:7][CH:6]3[CH2:23][O:24][CH2:25][CH2:26][N:5]3[C:4]=2[N:3]=1.C([N:30]1[C:34]2=[CH:35][N:36]=[CH:37][C:38](B(O)O)=[C:33]2[CH:32]=[CH:31]1)(=O)C. (2) Given the product [Cl:11][C:12]1[C:13]([CH:20]=[O:21])=[C:14]([CH3:19])[N:15]=[C:16]([Cl:18])[CH:17]=1, predict the reactants needed to synthesize it. The reactants are: C(Cl)(=O)C(Cl)=O.CS(C)=O.[Cl:11][C:12]1[CH:17]=[C:16]([Cl:18])[N:15]=[C:14]([CH3:19])[C:13]=1[CH2:20][OH:21].C(N(CC)CC)C. (3) Given the product [CH2:5]([N:12]([CH2:28][C:29]1[CH:34]=[CH:33][CH:32]=[CH:31][CH:30]=1)[C:13]1([CH:15]2[CH2:19][CH2:18][N:17]([CH:20]([C:22]3[CH:27]=[CH:26][CH:25]=[CH:24][CH:23]=3)[CH3:21])[CH2:16]2)[CH2:2][CH2:1]1)[C:6]1[CH:11]=[CH:10][CH:9]=[CH:8][CH:7]=1, predict the reactants needed to synthesize it. The reactants are: [CH2:1]([Mg]Br)[CH3:2].[CH2:5]([N:12]([CH2:28][C:29]1[CH:34]=[CH:33][CH:32]=[CH:31][CH:30]=1)[C:13]([CH:15]1[CH2:19][CH2:18][N:17]([CH:20]([C:22]2[CH:27]=[CH:26][CH:25]=[CH:24][CH:23]=2)[CH3:21])[CH2:16]1)=O)[C:6]1[CH:11]=[CH:10][CH:9]=[CH:8][CH:7]=1. (4) Given the product [NH2:15][C:18]1[CH:25]=[CH:24][C:21]([CH2:22][NH:23][C:11]([NH:10][CH2:9][C:8]2[CH:13]=[CH:14][C:5]([C:1]([CH3:4])([CH3:2])[CH3:3])=[CH:6][CH:7]=2)=[S:12])=[CH:20][CH:19]=1, predict the reactants needed to synthesize it. The reactants are: [C:1]([C:5]1[CH:14]=[CH:13][C:8]([CH2:9][N:10]=[C:11]=[S:12])=[CH:7][CH:6]=1)([CH3:4])([CH3:3])[CH3:2].[N+:15]([C:18]1[CH:25]=[CH:24][C:21]([CH2:22][NH2:23])=[CH:20][CH:19]=1)([O-])=O. (5) Given the product [CH:39]([OH:41])=[O:40].[Cl:26][C:22]1[CH:21]=[C:20]([N:19]2[C:15]([C:11]3[CH:12]=[CH:13][CH:14]=[C:9]([O:8][CH2:7][CH2:6][NH:38][CH:35]([CH3:37])[CH3:36])[CH:10]=3)=[CH:16][C:17]([C:27]([N:29]3[CH2:33][C:32](=[O:34])[NH:31][CH2:30]3)=[O:28])=[N:18]2)[CH:25]=[CH:24][CH:23]=1, predict the reactants needed to synthesize it. The reactants are: CS(O[CH2:6][CH2:7][O:8][C:9]1[CH:14]=[CH:13][CH:12]=[C:11]([C:15]2[N:19]([C:20]3[CH:25]=[CH:24][CH:23]=[C:22]([Cl:26])[CH:21]=3)[N:18]=[C:17]([C:27]([N:29]3[CH2:33][C:32](=[O:34])[NH:31][CH2:30]3)=[O:28])[CH:16]=2)[CH:10]=1)(=O)=O.[CH:35]([NH2:38])([CH3:37])[CH3:36].[CH:39]([OH:41])=[O:40].ClC1C=C(N2C(C3C=CC=C(OCCCN(C)C)C=3)=CC(C(N3CC(=O)NC3)=O)=N2)C=CC=1. (6) Given the product [NH2:28][C:27]1[N:34]=[CH:33][N:1]=[C:2]2[N:6]([C@H:7]([C:9]3[C:10]([O:23][CH2:24][CH3:25])=[C:11]([C@@H:17]4[CH2:18][NH:19][C:20](=[O:22])[CH2:21]4)[C:12]([F:16])=[C:13]([Cl:15])[CH:14]=3)[CH3:8])[N:5]=[C:4]([CH3:26])[C:3]=12, predict the reactants needed to synthesize it. The reactants are: [NH2:1][C:2]1[N:6]([C@H:7]([C:9]2[CH:14]=[C:13]([Cl:15])[C:12]([F:16])=[C:11]([C@H:17]3[CH2:21][C:20](=[O:22])[NH:19][CH2:18]3)[C:10]=2[O:23][CH2:24][CH3:25])[CH3:8])[N:5]=[C:4]([CH3:26])[C:3]=1[C:27]#[N:28].C(O)(=O)C.[CH:33](N)=[NH:34].C(O)CO.C(OCC)(=O)C. (7) The reactants are: [F:1][C:2]1[CH:9]=[CH:8][C:5]([CH:6]=O)=[CH:4][CH:3]=1.[CH2:10]([O:12][C:13]([CH:15]1[CH:20]2[CH2:21][CH:17]([CH2:18][CH2:19]2)[N:16]1[NH2:22])=[O:14])[CH3:11].C([BH3-])#N.[Na+]. Given the product [CH2:10]([O:12][C:13]([CH:15]1[CH:20]2[CH2:21][CH:17]([CH2:18][CH2:19]2)[N:16]1[NH:22][CH2:6][C:5]1[CH:8]=[CH:9][C:2]([F:1])=[CH:3][CH:4]=1)=[O:14])[CH3:11], predict the reactants needed to synthesize it. (8) Given the product [ClH:37].[CH:1]1[C:10]2[C:5](=[CH:6][CH:7]=[CH:8][CH:9]=2)[CH:4]=[CH:3][C:2]=1[S:11]([C:14]1[CH:15]=[C:16]2[C:20](=[CH:21][CH:22]=1)[N:19]([CH3:23])[C:18]1[CH2:24][CH:25]3[NH:29][CH:28]([C:17]2=1)[CH2:27][CH2:26]3)(=[O:12])=[O:13], predict the reactants needed to synthesize it. The reactants are: [CH:1]1[C:10]2[C:5](=[CH:6][CH:7]=[CH:8][CH:9]=2)[CH:4]=[CH:3][C:2]=1[S:11]([C:14]1[CH:22]=[CH:21][C:20]2[N:19]([CH3:23])[C:18]3[CH2:24][CH:25]4[NH:29][CH:28]([C:17]=3[C:16]=2[C:15]=1C(OC(C)(C)C)=O)[CH2:27][CH2:26]4)(=[O:13])=[O:12].[ClH:37]. (9) Given the product [NH:35]1[C:1]([C:3]2[CH:8]=[CH:7][C:6]([NH:9][C:10]([C:12]3[CH:20]=[C:19]4[C:15]([CH2:16][CH2:17][N:18]4[S:21]([C:24]4[CH:29]=[CH:28][CH:27]=[C:26]([Cl:30])[CH:25]=4)(=[O:22])=[O:23])=[CH:14][CH:13]=3)=[O:11])=[CH:5][C:4]=2[C:31]([F:34])([F:32])[F:33])=[N:2][N:37]=[N:36]1, predict the reactants needed to synthesize it. The reactants are: [C:1]([C:3]1[CH:8]=[CH:7][C:6]([NH:9][C:10]([C:12]2[CH:20]=[C:19]3[C:15]([CH2:16][CH2:17][N:18]3[S:21]([C:24]3[CH:29]=[CH:28][CH:27]=[C:26]([Cl:30])[CH:25]=3)(=[O:23])=[O:22])=[CH:14][CH:13]=2)=[O:11])=[CH:5][C:4]=1[C:31]([F:34])([F:33])[F:32])#[N:2].[N-:35]=[N+:36]=[N-:37].[Na+].[Cl-].[NH4+]. (10) Given the product [Cl:1][C:2]1[CH:3]=[C:4]([CH2:5][OH:6])[CH:9]=[CH:10][C:11]=1[CH2:12][CH3:13], predict the reactants needed to synthesize it. The reactants are: [Cl:1][C:2]1[CH:3]=[C:4]([CH:9]=[CH:10][C:11]=1[CH2:12][CH3:13])[C:5](OC)=[O:6].[H-].[H-].[H-].[H-].[Li+].[Al+3].O.[OH-].[Na+].